Dataset: Forward reaction prediction with 1.9M reactions from USPTO patents (1976-2016). Task: Predict the product of the given reaction. (1) Given the reactants Cl.[F:2][C:3]([F:9])([F:8])[O:4][CH2:5][CH2:6][NH2:7].[H-].[Na+].[Cl:12][CH2:13][CH2:14][N:15]=[C:16]=[O:17].CCOC(C)=O, predict the reaction product. The product is: [Cl:12][CH2:13][CH2:14][NH:15][C:16]([NH:7][CH2:6][CH2:5][O:4][C:3]([F:9])([F:8])[F:2])=[O:17]. (2) Given the reactants [CH2:1]([N:4]([CH2:27][CH2:28][C:29]([O:31][CH2:32][CH3:33])=[O:30])[C:5]([C:7]1[CH:26]=[CH:25][C:10]2[N:11]([CH3:24])[C:12]([CH2:14][NH:15][C:16]3[CH:21]=[CH:20][C:19]([C:22]#[N:23])=[CH:18][CH:17]=3)=[N:13][C:9]=2[CH:8]=1)=[O:6])[C:2]#[CH:3].[ClH:34].C(O)C.C(=O)([O-])[O-].[NH4+:42].[NH4+], predict the reaction product. The product is: [ClH:34].[CH2:1]([N:4]([CH2:27][CH2:28][C:29]([O:31][CH2:32][CH3:33])=[O:30])[C:5]([C:7]1[CH:26]=[CH:25][C:10]2[N:11]([CH3:24])[C:12]([CH2:14][NH:15][C:16]3[CH:21]=[CH:20][C:19]([C:22](=[NH:42])[NH2:23])=[CH:18][CH:17]=3)=[N:13][C:9]=2[CH:8]=1)=[O:6])[C:2]#[CH:3]. (3) Given the reactants Cl.[Cl:2][C:3]1[C:11]2[C:6](=[CH:7][CH:8]=[C:9]([C:12]3[O:16][N:15]=[C:14]([C:17]4[C:18]([CH3:27])=[C:19]5[C:24](=[CH:25][CH:26]=4)[CH2:23][NH:22][CH2:21][CH2:20]5)[N:13]=3)[CH:10]=2)[N:5]([CH:28]([CH3:30])[CH3:29])[CH:4]=1.Br[CH2:32][C:33]([O:35][CH2:36][CH3:37])=[O:34], predict the reaction product. The product is: [CH2:36]([O:35][C:33](=[O:34])[CH2:32][N:22]1[CH2:21][CH2:20][C:19]2[C:24](=[CH:25][CH:26]=[C:17]([C:14]3[N:13]=[C:12]([C:9]4[CH:10]=[C:11]5[C:6](=[CH:7][CH:8]=4)[N:5]([CH:28]([CH3:30])[CH3:29])[CH:4]=[C:3]5[Cl:2])[O:16][N:15]=3)[C:18]=2[CH3:27])[CH2:23]1)[CH3:37]. (4) Given the reactants [NH2:1][CH2:2][CH2:3][CH2:4][OH:5].[H-].[Na+].Br[C:9]1[CH:14]=[CH:13][CH:12]=[CH:11][N:10]=1, predict the reaction product. The product is: [N:10]1[CH:11]=[CH:12][CH:13]=[CH:14][C:9]=1[O:5][CH2:4][CH2:3][CH2:2][NH2:1]. (5) Given the reactants [F:1][C:2]([F:13])([F:12])[C:3]1[CH:8]=[N:7][N:6]2[CH:9]=[CH:10][N:11]=[C:5]2[N:4]=1.C([O-])(=O)C.[Na+].[Br:19]Br, predict the reaction product. The product is: [Br:19][C:9]1[N:6]2[N:7]=[CH:8][C:3]([C:2]([F:1])([F:12])[F:13])=[N:4][C:5]2=[N:11][CH:10]=1. (6) Given the reactants [NH2:1][C:2]1[CH:26]=[CH:25][C:5]([O:6][C:7]2[CH:12]=[CH:11][N:10]=[C:9]([NH:13][C:14](=[O:24])[N:15]([CH3:23])[CH:16]3[CH2:21][CH2:20][N:19]([CH3:22])[CH2:18][CH2:17]3)[CH:8]=2)=[CH:4][CH:3]=1.CC1(C)C2(CS(O)(=O)=O)C(CC1CC2)=O.[C:42]1([CH2:48][C:49]([N:51]=[C:52]=[S:53])=[O:50])[CH:47]=[CH:46][CH:45]=[CH:44][CH:43]=1.C(=O)([O-])O.[Na+], predict the reaction product. The product is: [CH3:23][N:15]([CH:16]1[CH2:17][CH2:18][N:19]([CH3:22])[CH2:20][CH2:21]1)[C:14]([NH:13][C:9]1[CH:8]=[C:7]([O:6][C:5]2[CH:25]=[CH:26][C:2]([NH:1][C:52]([NH:51][C:49](=[O:50])[CH2:48][C:42]3[CH:43]=[CH:44][CH:45]=[CH:46][CH:47]=3)=[S:53])=[CH:3][CH:4]=2)[CH:12]=[CH:11][N:10]=1)=[O:24]. (7) Given the reactants [CH2:1]([O:8][NH:9][C:10](=[O:32])[CH2:11][C@H:12]([C:22]1[O:23][CH:24]=[C:25]([C:27](OCC)=[O:28])[N:26]=1)[CH2:13][CH2:14][CH2:15][CH:16]1[CH2:21][CH2:20][CH2:19][CH2:18][CH2:17]1)[C:2]1[CH:7]=[CH:6][CH:5]=[CH:4][CH:3]=1.CC(C[AlH]CC(C)C)C.C([O-])(O)=O.[Na+].[O-]S([O-])(=O)=O.[Mg+2], predict the reaction product. The product is: [CH2:1]([O:8][NH:9][C:10](=[O:32])[CH2:11][C@H:12]([C:22]1[O:23][CH:24]=[C:25]([CH:27]=[O:28])[N:26]=1)[CH2:13][CH2:14][CH2:15][CH:16]1[CH2:21][CH2:20][CH2:19][CH2:18][CH2:17]1)[C:2]1[CH:7]=[CH:6][CH:5]=[CH:4][CH:3]=1. (8) Given the reactants [C:1]([O:5][C:6]([N:8]1[CH2:17][CH2:16][C:15]2[C:10](=[CH:11][CH:12]=[CH:13][C:14]=2[NH2:18])[CH2:9]1)=[O:7])([CH3:4])([CH3:3])[CH3:2].CCN(C(C)C)C(C)C.[CH2:28]([O:30][C:31](=[O:34])[CH2:32]Br)[CH3:29].O, predict the reaction product. The product is: [C:1]([O:5][C:6]([N:8]1[CH2:17][CH2:16][C:15]2[C:10](=[CH:11][CH:12]=[CH:13][C:14]=2[NH:18][CH2:32][C:31]([O:30][CH2:28][CH3:29])=[O:34])[CH2:9]1)=[O:7])([CH3:4])([CH3:2])[CH3:3].